This data is from Forward reaction prediction with 1.9M reactions from USPTO patents (1976-2016). The task is: Predict the product of the given reaction. (1) Given the reactants [C:1]1([C:21]2[CH:26]=[CH:25][CH:24]=[CH:23][CH:22]=2)[CH:6]=[CH:5][C:4]([C:7]([N:9]2[CH2:13][C:12](=[N:14][O:15][CH3:16])[CH2:11][C@H:10]2[C:17](=[N:19][OH:20])[NH2:18])=[O:8])=[CH:3][CH:2]=1.[CH3:27][N:28]1[CH2:33][CH2:32][CH:31]([C:34](O)=O)[CH2:30][CH2:29]1, predict the reaction product. The product is: [CH3:16][O:15][N:14]=[C:12]1[CH2:11][C@@H:10]([C:17]2[N:18]=[C:34]([CH:31]3[CH2:32][CH2:33][N:28]([CH3:27])[CH2:29][CH2:30]3)[O:20][N:19]=2)[N:9]([C:7]([C:4]2[CH:3]=[CH:2][C:1]([C:21]3[CH:26]=[CH:25][CH:24]=[CH:23][CH:22]=3)=[CH:6][CH:5]=2)=[O:8])[CH2:13]1. (2) The product is: [NH2:37][CH2:35][CH2:34][N:12]1[C:13]([NH:14][C:15]([C:22]2[CH:27]=[CH:26][CH:25]=[CH:24][CH:23]=2)([C:28]2[CH:29]=[CH:30][CH:31]=[CH:32][CH:33]=2)[C:16]2[CH:21]=[CH:20][CH:19]=[CH:18][CH:17]=2)=[C:9]([CH2:7][NH2:8])[CH:10]=[N:11]1. Given the reactants [H-].[Al+3].[Li+].[H-].[H-].[H-].[C:7]([C:9]1[CH:10]=[N:11][N:12]([CH2:34][C:35]([NH2:37])=O)[C:13]=1[NH:14][C:15]([C:28]1[CH:33]=[CH:32][CH:31]=[CH:30][CH:29]=1)([C:22]1[CH:27]=[CH:26][CH:25]=[CH:24][CH:23]=1)[C:16]1[CH:21]=[CH:20][CH:19]=[CH:18][CH:17]=1)#[N:8].[F-].[Na+].O, predict the reaction product.